Task: Predict which catalyst facilitates the given reaction.. Dataset: Catalyst prediction with 721,799 reactions and 888 catalyst types from USPTO (1) The catalyst class is: 3. Reactant: [H-].[Na+].C([Si](C)(C)[O:8][C:9]1[CH:10]=[C:11]2[C:19](=[CH:20][CH:21]=1)[NH:18][C:17]1[C:16]3[CH:22]=[CH:23][CH:24]=[CH:25][C:15]=3[S:14][CH2:13][C:12]2=1)(C)(C)C.Cl[CH2:29][C:30]1[CH:44]=[CH:43][C:33]([O:34][CH2:35][CH2:36][N:37]2[CH2:42][CH2:41][CH2:40][CH2:39][CH2:38]2)=[CH:32][CH:31]=1. Product: [N:37]1([CH2:36][CH2:35][O:34][C:33]2[CH:43]=[CH:44][C:30]([CH2:29][N:18]3[C:17]4[C:16]5[CH:22]=[CH:23][CH:24]=[CH:25][C:15]=5[S:14][CH2:13][C:12]=4[C:11]4[C:19]3=[CH:20][CH:21]=[C:9]([OH:8])[CH:10]=4)=[CH:31][CH:32]=2)[CH2:42][CH2:41][CH2:40][CH2:39][CH2:38]1. (2) Reactant: C([O:3][C:4]([C:6]1([C:19](=O)[C:20]2[CH:25]=[CH:24][CH:23]=[CH:22][CH:21]=2)[CH2:11][CH2:10][CH2:9][N:8]([C:12]([O:14][C:15]([CH3:18])([CH3:17])[CH3:16])=[O:13])[CH2:7]1)=O)C.O.[NH2:28][NH2:29]. Product: [C:15]([O:14][C:12]([N:8]1[CH2:9][CH2:10][CH2:11][C:6]2([C:19]([C:20]3[CH:25]=[CH:24][CH:23]=[CH:22][CH:21]=3)=[N:29][NH:28][C:4]2=[O:3])[CH2:7]1)=[O:13])([CH3:18])([CH3:17])[CH3:16]. The catalyst class is: 14.